Dataset: Forward reaction prediction with 1.9M reactions from USPTO patents (1976-2016). Task: Predict the product of the given reaction. (1) Given the reactants [Cl:1][C:2]1[CH:7]=[CH:6][C:5]([S:8]([C:11]2[C:12]([CH3:18])=[C:13]([CH2:16][OH:17])[S:14][CH:15]=2)(=[O:10])=[O:9])=[CH:4][CH:3]=1.C[N+]1([O-])CCOCC1, predict the reaction product. The product is: [Cl:1][C:2]1[CH:3]=[CH:4][C:5]([S:8]([C:11]2[C:12]([CH3:18])=[C:13]([CH:16]=[O:17])[S:14][CH:15]=2)(=[O:10])=[O:9])=[CH:6][CH:7]=1. (2) Given the reactants [CH2:1]([NH:3][C:4]1[CH:8]=[C:7]([C:9]2[CH:14]=[CH:13][N:12]=[CH:11][CH:10]=2)[S:6][C:5]=1[C:15]([NH2:17])=[O:16])[CH3:2].[C:18]1(=O)[CH2:22][CH2:21][CH2:20][CH2:19]1.O.C1(C)C=CC(S(O)(=O)=O)=CC=1.C(=O)([O-])O.[Na+], predict the reaction product. The product is: [CH2:1]([N:3]1[C:4]2[CH:8]=[C:7]([C:9]3[CH:14]=[CH:13][N:12]=[CH:11][CH:10]=3)[S:6][C:5]=2[C:15](=[O:16])[NH:17][C:18]21[CH2:22][CH2:21][CH2:20][CH2:19]2)[CH3:2]. (3) Given the reactants [N:1]1[N:9]2[C:4]([N:5]=[C:6]3[CH2:21][CH2:20][CH2:19][CH2:18][CH2:17][C:7]3=[C:8]2[C:10]2[CH:15]=[CH:14][C:13]([OH:16])=[CH:12][CH:11]=2)=[CH:3][CH:2]=1.Br[CH2:23][CH2:24][CH2:25][Cl:26].C([O-])([O-])=O.[K+].[K+], predict the reaction product. The product is: [Cl:26][CH2:25][CH2:24][CH2:23][O:16][C:13]1[CH:12]=[CH:11][C:10]([C:8]2[N:9]3[C:4]([N:5]=[C:6]4[CH2:21][CH2:20][CH2:19][CH2:18][CH2:17][C:7]=24)=[CH:3][CH:2]=[N:1]3)=[CH:15][CH:14]=1. (4) Given the reactants Cl[CH2:2][CH2:3][CH2:4][C:5]1([C:10]2[CH:15]=[CH:14][CH:13]=[CH:12][CH:11]=2)[O:9][CH2:8][CH2:7][O:6]1.[C:16]1(=[O:26])[NH:20][C:19](=[O:21])[C:18]2=[CH:22][CH:23]=[CH:24][CH:25]=[C:17]12.[K].CN(C=O)C, predict the reaction product. The product is: [C:10]1([C:5]2([CH2:4][CH2:3][CH2:2][N:20]3[C:16](=[O:26])[C:17]4[C:18](=[CH:22][CH:23]=[CH:24][CH:25]=4)[C:19]3=[O:21])[O:9][CH2:8][CH2:7][O:6]2)[CH:15]=[CH:14][CH:13]=[CH:12][CH:11]=1. (5) Given the reactants C([N-]C(C)C)(C)C.[Li+].Br[CH2:10][CH2:11][CH2:12][CH2:13][CH2:14][Br:15].[C:16]([O:21][CH2:22][CH3:23])(=[O:20])[CH:17]([CH3:19])[CH3:18], predict the reaction product. The product is: [CH2:22]([O:21][C:16](=[O:20])[C:17]([CH3:19])([CH3:18])[CH2:10][CH2:11][CH2:12][CH2:13][CH2:14][Br:15])[CH3:23]. (6) Given the reactants [Cl:1][C:2]1[CH:3]=[CH:4][C:5]([C:8](=[O:16])[C:9]2[CH:14]=[CH:13][C:12](F)=[CH:11][CH:10]=2)=[N:6][CH:7]=1.[N-:17]=[N+]=[N-].[Na+].O, predict the reaction product. The product is: [NH2:17][C:12]1[CH:13]=[CH:14][C:9]([CH:8]([C:5]2[CH:4]=[CH:3][C:2]([Cl:1])=[CH:7][N:6]=2)[OH:16])=[CH:10][CH:11]=1. (7) Given the reactants Cl[C:2]1[C:11]2[C:6](=[CH:7][C:8]([Cl:12])=[CH:9][CH:10]=2)[N:5]=[CH:4][CH:3]=1.[C:13](=O)(O)[O-:14].[Na+].C(OCC)(=O)C.[Cl-].[Na+], predict the reaction product. The product is: [CH3:13][O:14][C:2]1[C:11]2[C:6](=[CH:7][C:8]([Cl:12])=[CH:9][CH:10]=2)[N:5]=[CH:4][CH:3]=1.